Predict the product of the given reaction. From a dataset of Forward reaction prediction with 1.9M reactions from USPTO patents (1976-2016). Given the reactants [CH2:1]([O:7][C:8]1[C:9]([F:15])=[C:10]([F:14])[CH:11]=[CH:12][CH:13]=1)[CH2:2][CH2:3][CH2:4]CC.C([Li])(CC)C.[O:21]1[C:25]2([CH2:30][CH2:29][C:28](=[O:31])[CH2:27][CH2:26]2)[O:24][CH2:23][CH2:22]1.[Cl-].[NH4+], predict the reaction product. The product is: [CH2:1]([O:7][C:8]1[CH:13]=[CH:12][C:11]([C:28]2([OH:31])[CH2:29][CH2:30][C:25]3([O:24][CH2:23][CH2:22][O:21]3)[CH2:26][CH2:27]2)=[C:10]([F:14])[C:9]=1[F:15])[CH2:2][CH2:3][CH3:4].